Dataset: Catalyst prediction with 721,799 reactions and 888 catalyst types from USPTO. Task: Predict which catalyst facilitates the given reaction. (1) Reactant: Br[C:2]1[CH:7]=[N:6][C:5]2=[C:8]([N:11]3[CH2:16][CH2:15][C:14](=[O:17])[CH2:13][CH2:12]3)[S:9][N:10]=[C:4]2[CH:3]=1.[CH3:18][O:19][C:20]1[CH:21]=[C:22](B(O)O)[CH:23]=[CH:24][C:25]=1[O:26][CH3:27].C([O-])([O-])=O.[K+].[K+]. Product: [CH3:18][O:19][C:20]1[CH:21]=[C:22]([C:2]2[CH:7]=[N:6][C:5]3=[C:8]([N:11]4[CH2:16][CH2:15][C:14](=[O:17])[CH2:13][CH2:12]4)[S:9][N:10]=[C:4]3[CH:3]=2)[CH:23]=[CH:24][C:25]=1[O:26][CH3:27]. The catalyst class is: 73. (2) Product: [CH:3]([C:6]1[CH:11]=[CH:10][C:9]([CH:12]2[C:16]3[C:17]([CH3:24])=[C:18]([O:23][C:32]4[CH:33]=[CH:28][C:29]([N+:37]([O-:39])=[O:38])=[CH:30][C:31]=4[N+:34]([O-:36])=[O:35])[C:19]([CH3:22])=[C:20]([CH3:21])[C:15]=3[O:14][C:13]2([CH3:26])[CH3:25])=[CH:8][CH:7]=1)([CH3:5])[CH3:4]. Reactant: [H-].[Na+].[CH:3]([C:6]1[CH:11]=[CH:10][C:9]([CH:12]2[C:16]3[C:17]([CH3:24])=[C:18]([OH:23])[C:19]([CH3:22])=[C:20]([CH3:21])[C:15]=3[O:14][C:13]2([CH3:26])[CH3:25])=[CH:8][CH:7]=1)([CH3:5])[CH3:4].Cl[C:28]1[CH:33]=[CH:32][C:31]([N+:34]([O-:36])=[O:35])=[CH:30][C:29]=1[N+:37]([O-:39])=[O:38].O. The catalyst class is: 9. (3) Reactant: [F:1][C:2]1[CH:7]=[CH:6][C:5]([N:8]2[CH:11]([C:12]3[CH:17]=[CH:16][C:15]([OH:18])=[CH:14][CH:13]=3)[CH:10]([CH2:19][CH2:20][S:21][C:22]3[CH:27]=[CH:26][C:25]([F:28])=[CH:24][CH:23]=3)[C:9]2=[O:29])=[CH:4][CH:3]=1.Br[CH2:31][C:32]([O:34][C:35]([CH3:38])([CH3:37])[CH3:36])=[O:33].C(=O)([O-])[O-].[Cs+].[Cs+]. Product: [F:1][C:2]1[CH:7]=[CH:6][C:5]([N:8]2[CH:11]([C:12]3[CH:13]=[CH:14][C:15]([O:18][CH2:31][C:32]([O:34][C:35]([CH3:38])([CH3:37])[CH3:36])=[O:33])=[CH:16][CH:17]=3)[CH:10]([CH2:19][CH2:20][S:21][C:22]3[CH:23]=[CH:24][C:25]([F:28])=[CH:26][CH:27]=3)[C:9]2=[O:29])=[CH:4][CH:3]=1. The catalyst class is: 23. (4) Reactant: [C:1]([CH:4]1[CH2:9][CH2:8][N:7]([C:10]([O:12][C:13]([CH3:16])([CH3:15])[CH3:14])=[O:11])[CH2:6][CH2:5]1)(=O)[CH3:2].C([O-])(=O)C.[NH4+].[B-]C#[N:24].[Na+]. Product: [NH2:24][CH:1]([CH:4]1[CH2:9][CH2:8][N:7]([C:10]([O:12][C:13]([CH3:16])([CH3:15])[CH3:14])=[O:11])[CH2:6][CH2:5]1)[CH3:2]. The catalyst class is: 83. (5) Reactant: Cl[C:2]1[S:3][C:4]2[CH:10]=[C:9]([N+:11]([O-:13])=[O:12])[CH:8]=[CH:7][C:5]=2[N:6]=1.[N:14]1([C:20]([O:22][CH2:23][C:24]2[CH:29]=[CH:28][CH:27]=[CH:26][CH:25]=2)=[O:21])[CH2:19][CH2:18][NH:17][CH2:16][CH2:15]1.C([O-])(O)=O.[Na+]. Product: [CH2:23]([O:22][C:20]([N:14]1[CH2:19][CH2:18][N:17]([C:2]2[S:3][C:4]3[CH:10]=[C:9]([N+:11]([O-:13])=[O:12])[CH:8]=[CH:7][C:5]=3[N:6]=2)[CH2:16][CH2:15]1)=[O:21])[C:24]1[CH:29]=[CH:28][CH:27]=[CH:26][CH:25]=1. The catalyst class is: 14.